Dataset: Catalyst prediction with 721,799 reactions and 888 catalyst types from USPTO. Task: Predict which catalyst facilitates the given reaction. Reactant: [C:1]([O:5][C:6](=[O:21])[NH:7][C:8]1[CH:13]=[CH:12][C:11]([C:14]#[C:15][CH2:16][N:17]([CH3:19])[CH3:18])=[C:10]([Cl:20])[CH:9]=1)([CH3:4])([CH3:3])[CH3:2].ClC1C=C(C=CC=1)C(OO)=[O:27]. Product: [C:1]([O:5][C:6](=[O:21])[NH:7][C:8]1[CH:13]=[CH:12][C:11]([C:14](=[O:27])[CH:15]=[CH:16][N:17]([CH3:18])[CH3:19])=[C:10]([Cl:20])[CH:9]=1)([CH3:4])([CH3:2])[CH3:3]. The catalyst class is: 4.